This data is from Reaction yield outcomes from USPTO patents with 853,638 reactions. The task is: Predict the reaction yield, written as a fraction of the theoretical maximum amount of product (1.0 means a 100% yield; for example, 0.34 means a 34% yield). (1) The reactants are [Cl:1][C:2]1[CH:7]=[C:6]([O:8][CH3:9])[CH:5]=[C:4]([O:10][CH3:11])[CH:3]=1.CN(CCN(C)C)C.[CH2:20]([O:22]CC)C.[Li]CCCC.Cl. The catalyst is CN(C=O)C. The product is [Cl:1][C:2]1[CH:3]=[C:4]([O:10][CH3:11])[C:5]([CH:20]=[O:22])=[C:6]([O:8][CH3:9])[CH:7]=1. The yield is 0.339. (2) The reactants are [F:1][C:2]1[CH:3]=[C:4]([CH:12]=[CH:13][C:14]=1[N+:15]([O-])=O)[C:5]([NH:7][CH2:8][C:9]([OH:11])=[O:10])=[O:6]. The catalyst is CC(O)=O.CCOC(C)=O.[Fe]. The product is [NH2:15][C:14]1[CH:13]=[CH:12][C:4]([C:5]([NH:7][CH2:8][C:9]([OH:11])=[O:10])=[O:6])=[CH:3][C:2]=1[F:1]. The yield is 0.710. (3) The reactants are O[CH:2]=[C:3]1[C:11]2[C:6](=[CH:7][C:8]([C:12]([C:14]3[CH:15]=[C:16]([NH:20][C:21]([C:23]4[S:24][CH:25]=[CH:26][CH:27]=4)=[O:22])[CH:17]=[CH:18][CH:19]=3)=[O:13])=[CH:9][CH:10]=2)[NH:5][C:4]1=[O:28].[CH3:29][N:30]1[CH2:35][CH2:34][N:33]([C:36]2[CH:41]=[CH:40][C:39]([NH2:42])=[CH:38][CH:37]=2)[CH2:32][CH2:31]1. The catalyst is C1COCC1. The product is [CH3:29][N:30]1[CH2:31][CH2:32][N:33]([C:36]2[CH:41]=[CH:40][C:39]([NH:42][CH:2]=[C:3]3[C:11]4[C:6](=[CH:7][C:8]([C:12]([C:14]5[CH:15]=[C:16]([NH:20][C:21]([C:23]6[S:24][CH:25]=[CH:26][CH:27]=6)=[O:22])[CH:17]=[CH:18][CH:19]=5)=[O:13])=[CH:9][CH:10]=4)[NH:5][C:4]3=[O:28])=[CH:38][CH:37]=2)[CH2:34][CH2:35]1. The yield is 0.760. (4) The reactants are [CH3:1][N:2]([CH2:4][C:5]1[CH:10]=[CH:9][C:8]([CH:11]2[CH:20]([C:21]3[CH:26]=[CH:25][C:24]([CH:27]([CH3:29])[CH3:28])=[CH:23][CH:22]=3)[C:19](=O)[C:18]3[C:17]([C:31]([O:33]CC)=O)=[CH:16][CH:15]=[CH:14][C:13]=3[NH:12]2)=[CH:7][CH:6]=1)[CH3:3].O.[NH2:37][NH2:38]. The catalyst is CO. The product is [CH3:1][N:2]([CH2:4][C:5]1[CH:10]=[CH:9][C:8]([CH:11]2[NH:12][C:13]3[C:18]4[C:19](=[N:37][NH:38][C:31](=[O:33])[C:17]=4[CH:16]=[CH:15][CH:14]=3)[CH:20]2[C:21]2[CH:22]=[CH:23][C:24]([CH:27]([CH3:28])[CH3:29])=[CH:25][CH:26]=2)=[CH:7][CH:6]=1)[CH3:3]. The yield is 0.370. (5) The reactants are [CH2:1]([O:8][C:9]1[CH:14]=[C:13]([Br:15])[CH:12]=[C:11]([N+:16]([O-])=O)[C:10]=1[N:19](C(=O)CC)[C:20](=[O:23])[CH2:21][CH3:22])[C:2]1[CH:7]=[CH:6][CH:5]=[CH:4][CH:3]=1.C.O.NN. The catalyst is CO.[Fe](Cl)(Cl)Cl. The product is [NH2:16][C:11]1[CH:12]=[C:13]([Br:15])[CH:14]=[C:9]([O:8][CH2:1][C:2]2[CH:7]=[CH:6][CH:5]=[CH:4][CH:3]=2)[C:10]=1[NH:19][C:20](=[O:23])[CH2:21][CH3:22]. The yield is 0.890. (6) The reactants are [N+:1]([C:4]1[CH:12]=[C:11]2[C:7]([CH:8]=[N:9][N:10]2[CH2:13][O:14][CH2:15][CH2:16][Si:17]([CH3:20])([CH3:19])[CH3:18])=[CH:6][CH:5]=1)([O-])=O. The catalyst is CO.[Pd]. The product is [CH3:18][Si:17]([CH3:20])([CH3:19])[CH2:16][CH2:15][O:14][CH2:13][N:10]1[C:11]2[C:7](=[CH:6][CH:5]=[C:4]([NH2:1])[CH:12]=2)[CH:8]=[N:9]1. The yield is 0.710. (7) The reactants are [F:1][C:2]([F:17])([F:16])[CH2:3][CH2:4][N:5]1[CH2:10][CH2:9][CH:8]([C:11]([O:13]CC)=[O:12])[CH2:7][CH2:6]1.O[Li].O. The catalyst is C1COCC1.CO. The product is [F:17][C:2]([F:1])([F:16])[CH2:3][CH2:4][N:5]1[CH2:10][CH2:9][CH:8]([C:11]([OH:13])=[O:12])[CH2:7][CH2:6]1. The yield is 1.50.